Dataset: Experimentally validated miRNA-target interactions with 360,000+ pairs, plus equal number of negative samples. Task: Binary Classification. Given a miRNA mature sequence and a target amino acid sequence, predict their likelihood of interaction. The miRNA is mmu-miR-3076-3p with sequence CGCACUCUGGUCUUCCCUUGCAG. The protein sequence of the target gene is MANRGPSYGLSREVQQKIEKQYDPDLEQILIQWITTQCRKGVSQPQPGRENFQNWLKDGTVLCELINSLYPEGQAPVKKIQASTMAFKQMEQISQFLQAAERYGINTTDIFQTVDLWEGKNMACVQRTLMNLGGLAVARDDGLFSGDPNWFPKKSKENPRNFSDNQLQEGKNVIGLQMGTNRGASQAGMTGYGMPRQIL. Result: 0 (no interaction).